Predict which catalyst facilitates the given reaction. From a dataset of Catalyst prediction with 721,799 reactions and 888 catalyst types from USPTO. (1) Reactant: [Br:1][C:2]1[CH:3]=[N:4][C:5]2[CH2:6][CH2:7][NH:8][CH2:9][C:10]=2[CH:11]=1.C1COCC1.[C:17]([O:21][C:22](O[C:22]([O:21][C:17]([CH3:20])([CH3:19])[CH3:18])=[O:23])=[O:23])([CH3:20])([CH3:19])[CH3:18]. Product: [Br:1][C:2]1[CH:3]=[N:4][C:5]2[CH2:6][CH2:7][N:8]([C:22]([O:21][C:17]([CH3:20])([CH3:19])[CH3:18])=[O:23])[CH2:9][C:10]=2[CH:11]=1. The catalyst class is: 142. (2) Reactant: [C:1]([O:5][C:6](=[O:18])[NH:7][C@H:8]1[CH2:17][CH2:16][C:11]2[N:12]=[C:13]([NH2:15])[S:14][C:10]=2[CH2:9]1)([CH3:4])([CH3:3])[CH3:2].CCN(C(C)C)C(C)C.Cl[C:29]([O:31][CH2:32][C:33]1[CH:38]=[CH:37][CH:36]=[CH:35][CH:34]=1)=[O:30].ClC([O-])=O. Product: [CH2:32]([O:31][C:29](=[O:30])[NH:15][C:13]1[S:14][C:10]2[CH2:9][C@@H:8]([NH:7][C:6]([O:5][C:1]([CH3:4])([CH3:2])[CH3:3])=[O:18])[CH2:17][CH2:16][C:11]=2[N:12]=1)[C:33]1[CH:38]=[CH:37][CH:36]=[CH:35][CH:34]=1. The catalyst class is: 2. (3) Reactant: C(O[C:4]([N:6]1[CH2:27][CH2:26][C:9]2[N:10]([CH3:25])[C:11]3[C:12]([NH:17][C:18]4[CH:23]=[CH:22][C:21]([CH3:24])=[CH:20][CH:19]=4)=[CH:13][CH:14]=[CH:15][C:16]=3[C:8]=2[CH2:7]1)=O)C.[H-].[H-].[H-].[H-].[Li+].[Al+3]. Product: [CH3:4][N:6]1[CH2:27][CH2:26][C:9]2[N:10]([CH3:25])[C:11]3[C:16]([C:8]=2[CH2:7]1)=[CH:15][CH:14]=[CH:13][C:12]=3[NH:17][C:18]1[CH:23]=[CH:22][C:21]([CH3:24])=[CH:20][CH:19]=1. The catalyst class is: 1. (4) Reactant: [CH3:1][O:2][C:3]1[C:8]([CH2:9][N:10]2[C:18]3[C:13](=[N:14][CH:15]=[CH:16][CH:17]=3)[C:12]([C:19](O)=[O:20])=[CH:11]2)=[CH:7][C:6]([C:22]([F:25])([F:24])[F:23])=[CH:5][N:4]=1.Cl.[F:27][CH2:28][CH2:29][NH2:30].C(N(CC)CC)C.C(P1(=O)OP(CCC)(=O)OP(CCC)(=O)O1)CC. Product: [F:27][CH2:28][CH2:29][NH:30][C:19]([C:12]1[C:13]2=[N:14][CH:15]=[CH:16][CH:17]=[C:18]2[N:10]([CH2:9][C:8]2[C:3]([O:2][CH3:1])=[N:4][CH:5]=[C:6]([C:22]([F:23])([F:25])[F:24])[CH:7]=2)[CH:11]=1)=[O:20]. The catalyst class is: 46. (5) Reactant: [F:1][C:2]1[C:7]([F:8])=[CH:6][CH:5]=[CH:4][C:3]=1[C:9]#[C:10][CH2:11][CH2:12][OH:13]. Product: [F:1][C:2]1[C:7]([F:8])=[CH:6][CH:5]=[CH:4][C:3]=1[CH2:9][CH2:10][CH2:11][CH2:12][OH:13]. The catalyst class is: 261. (6) Reactant: [Cl:1][C:2]1[CH:3]=[C:4]2[C:8](=[CH:9][CH:10]=1)[NH:7][CH:6]=[C:5]2[CH2:11][CH2:12][NH:13][C:14](=[O:23])[C:15]1[CH:20]=[CH:19][C:18]([CH2:21]Cl)=[CH:17][CH:16]=1.[NH:24]1[CH:28]=[CH:27][N:26]=[CH:25]1.[I-].[Na+]. Product: [N:24]1([CH2:21][C:18]2[CH:19]=[CH:20][C:15]([C:14]([NH:13][CH2:12][CH2:11][C:5]3[C:4]4[C:8](=[CH:9][CH:10]=[C:2]([Cl:1])[CH:3]=4)[NH:7][CH:6]=3)=[O:23])=[CH:16][CH:17]=2)[CH:28]=[CH:27][N:26]=[CH:25]1. The catalyst class is: 1. (7) Reactant: C([O:5][C:6](=[O:34])[CH2:7][N:8]1[CH:12]=[C:11]([C:13]2[CH:26]=[CH:25][C:16]3[N:17]([CH2:23][CH3:24])[C:18](=[O:22])[N:19]([CH2:20][CH3:21])[C:15]=3[CH:14]=2)[C:10]([C:27]2[CH:28]=[C:29]([CH3:33])[CH:30]=[CH:31][CH:32]=2)=[N:9]1)(C)(C)C. Product: [CH2:23]([N:17]1[C:16]2[CH:25]=[CH:26][C:13]([C:11]3[C:10]([C:27]4[CH:28]=[C:29]([CH3:33])[CH:30]=[CH:31][CH:32]=4)=[N:9][N:8]([CH2:7][C:6]([OH:34])=[O:5])[CH:12]=3)=[CH:14][C:15]=2[N:19]([CH2:20][CH3:21])[C:18]1=[O:22])[CH3:24]. The catalyst class is: 281.